This data is from Peptide-MHC class I binding affinity with 185,985 pairs from IEDB/IMGT. The task is: Regression. Given a peptide amino acid sequence and an MHC pseudo amino acid sequence, predict their binding affinity value. This is MHC class I binding data. (1) The peptide sequence is KPPRGVLLY. The MHC is HLA-A02:03 with pseudo-sequence HLA-A02:03. The binding affinity (normalized) is 0.0847. (2) The peptide sequence is NMYSEICYS. The MHC is HLA-A25:01 with pseudo-sequence HLA-A25:01. The binding affinity (normalized) is 0.0847. (3) The peptide sequence is LVENNFFTK. The MHC is HLA-A31:01 with pseudo-sequence HLA-A31:01. The binding affinity (normalized) is 0.937. (4) The peptide sequence is GFKLRSAVM. The MHC is HLA-A02:19 with pseudo-sequence HLA-A02:19. The binding affinity (normalized) is 0.0847. (5) The peptide sequence is RPRGAPTPT. The MHC is HLA-B40:01 with pseudo-sequence HLA-B40:01. The binding affinity (normalized) is 0.213. (6) The peptide sequence is VVLQQHSIAY. The MHC is HLA-A23:01 with pseudo-sequence HLA-A23:01. The binding affinity (normalized) is 0.0607. (7) The peptide sequence is WVWDTWPLA. The MHC is HLA-B46:01 with pseudo-sequence HLA-B46:01. The binding affinity (normalized) is 0.0847. (8) The peptide sequence is LVLFDLDED. The MHC is HLA-A02:01 with pseudo-sequence HLA-A02:01. The binding affinity (normalized) is 0. (9) The peptide sequence is YPAVINSNI. The MHC is HLA-A01:01 with pseudo-sequence HLA-A01:01. The binding affinity (normalized) is 0.0847.